From a dataset of Forward reaction prediction with 1.9M reactions from USPTO patents (1976-2016). Predict the product of the given reaction. (1) The product is: [Cl:33][C:27]1[CH:28]=[CH:29][CH:30]=[C:31]([CH3:32])[C:26]=1[N:23]1[C:24](=[NH:25])[C:18]2[C:19](=[N:20][C:15]([NH:13][C:6]3[CH:5]=[C:4]4[C:9]([CH2:10][CH2:11][N:2]([CH3:1])[CH2:3]4)=[C:8]([CH3:12])[CH:7]=3)=[N:16][CH:17]=2)[NH:21][C:22]1=[O:34]. Given the reactants [CH3:1][N:2]1[CH2:11][CH2:10][C:9]2[C:4](=[CH:5][C:6]([NH2:13])=[CH:7][C:8]=2[CH3:12])[CH2:3]1.Cl[C:15]1[N:20]=[C:19]2[NH:21][C:22](=[O:34])[N:23]([C:26]3[C:31]([CH3:32])=[CH:30][CH:29]=[CH:28][C:27]=3[Cl:33])[C:24](=[NH:25])[C:18]2=[CH:17][N:16]=1.ClC1N=C2NC(=O)N(C3C(Cl)=CC=CC=3Cl)C(=N)C2=CN=1, predict the reaction product. (2) Given the reactants [Cl:1][C:2]1[CH:7]=[C:6]([F:8])[C:5]([C:9]2[C:10]3[CH:18]=N[C:16]([N:19]4[CH2:24][CH2:23][O:22][CH2:21][CH2:20]4)=[CH:15][C:11]=3[N:12]=[CH:13][N:14]=2)=[CH:4][C:3]=1[CH:25]([C:27]1[S:28][CH:29]=[C:30]([CH2:32]O)[N:31]=1)[OH:26].[CH2:34]([N:36](C(C)C)C(C)C)C.[CH3:43]S(Cl)(=O)=O.CN.[Cl-].[Na+], predict the reaction product. The product is: [Cl:1][C:2]1[CH:7]=[C:6]([F:8])[C:5]([C:9]2[C:10]3[C:11](=[CH:15][C:16]([N:19]4[CH2:24][CH2:23][O:22][CH2:21][CH2:20]4)=[CH:43][CH:18]=3)[N:12]=[CH:13][N:14]=2)=[CH:4][C:3]=1[CH:25]([C:27]1[S:28][CH:29]=[C:30]([CH2:32][NH:36][CH3:34])[N:31]=1)[OH:26].